The task is: Predict the product of the given reaction.. This data is from Forward reaction prediction with 1.9M reactions from USPTO patents (1976-2016). (1) Given the reactants [OH:1][C:2]1[CH:7]=[CH:6][C:5]([CH2:8][C:9]([O:11][CH3:12])=[O:10])=[CH:4][C:3]=1[O:13][CH3:14].[Cl:15][C:16]1[CH:33]=[CH:32][C:19]([CH2:20][CH2:21][NH:22][C:23](=[O:31])[C:24]2[CH:29]=[CH:28][C:27](I)=[CH:26][CH:25]=2)=[CH:18][CH:17]=1.CC(C)(C(=O)CC(=O)C(C)(C)C)C.C([O-])([O-])=O.[Cs+].[Cs+], predict the reaction product. The product is: [Cl:15][C:16]1[CH:17]=[CH:18][C:19]([CH2:20][CH2:21][NH:22][C:23]([C:24]2[CH:25]=[CH:26][C:27]([O:1][C:2]3[CH:7]=[CH:6][C:5]([CH2:8][C:9]([O:11][CH3:12])=[O:10])=[CH:4][C:3]=3[O:13][CH3:14])=[CH:28][CH:29]=2)=[O:31])=[CH:32][CH:33]=1. (2) Given the reactants [CH3:1][N:2]([CH3:11])[S:3]([N:6]1[CH:10]=[CH:9][N:8]=[CH:7]1)(=[O:5])=[O:4].C([Li])CCC.[Si:17](Cl)([C:20]([CH3:23])([CH3:22])[CH3:21])([CH3:19])[CH3:18].[CH:25](=[O:32])[C:26]1[CH:31]=[CH:30][CH:29]=[CH:28][CH:27]=1, predict the reaction product. The product is: [CH3:1][N:2]([CH3:11])[S:3]([N:6]1[CH:10]=[C:9]([CH:25]([OH:32])[C:26]2[CH:31]=[CH:30][CH:29]=[CH:28][CH:27]=2)[N:8]=[C:7]1[Si:17]([C:20]([CH3:23])([CH3:22])[CH3:21])([CH3:19])[CH3:18])(=[O:4])=[O:5]. (3) Given the reactants [CH2:1]([N:8]1[CH2:13][C:12]([F:15])([F:14])[C:11]([OH:16])=[C:10](C(OCC)=O)[CH2:9]1)[C:2]1[CH:7]=[CH:6][CH:5]=[CH:4][CH:3]=1.N12CCCN=C1CCCCC2.[F:33][C:34]([F:53])([F:52])[S:35](N(C1C=CC=CC=1)[S:35]([C:34]([F:53])([F:52])[F:33])(=[O:37])=[O:36])(=[O:37])=[O:36].O, predict the reaction product. The product is: [F:33][C:34]([F:53])([F:52])[S:35]([O:16][C:11]1[C:12]([F:15])([F:14])[CH2:13][N:8]([CH2:1][C:2]2[CH:7]=[CH:6][CH:5]=[CH:4][CH:3]=2)[CH2:9][CH:10]=1)(=[O:37])=[O:36]. (4) The product is: [N:1]1([CH2:6][CH2:7][CH2:8][O:9][C:10]2[CH:15]=[CH:14][C:13]([C:16]3([CH2:22][N:28]4[CH2:29][CH2:30][CH:25]([OH:24])[CH2:26][CH2:27]4)[CH2:17][CH2:18][O:19][CH2:20][CH2:21]3)=[CH:12][CH:11]=2)[CH2:2][CH2:3][CH2:4][CH2:5]1. Given the reactants [N:1]1([CH2:6][CH2:7][CH2:8][O:9][C:10]2[CH:15]=[CH:14][C:13]([C:16]3([CH:22]=O)[CH2:21][CH2:20][O:19][CH2:18][CH2:17]3)=[CH:12][CH:11]=2)[CH2:5][CH2:4][CH2:3][CH2:2]1.[OH:24][CH:25]1[CH2:30][CH2:29][NH:28][CH2:27][CH2:26]1, predict the reaction product. (5) Given the reactants [NH2:1][C@@H:2]([CH2:32][C:33]1[CH:38]=[CH:37][CH:36]=[CH:35][CH:34]=1)[C@@H:3]([OH:31])[CH2:4][C@@H:5]([NH:18][C:19](=[O:30])[C@H:20]([C:26]([CH3:29])([CH3:28])[CH3:27])[NH:21][C:22]([O:24][CH3:25])=[O:23])[CH2:6][C:7]1[CH:12]=[CH:11][C:10]([C:13]2[S:14][CH:15]=[CH:16][N:17]=2)=[CH:9][CH:8]=1.[CH3:39][O:40][C:41]([NH:43][C@@H:44]([C:48]([CH3:51])([CH3:50])[CH3:49])[C:45](O)=[O:46])=[O:42].CCOP(ON1N=NC2C=CC=CC=2C1=O)(OCC)=O.C(N(CC)C(C)C)(C)C, predict the reaction product. The product is: [CH3:39][O:40][C:41](=[O:42])[NH:43][C@@H:44]([C:48]([CH3:50])([CH3:49])[CH3:51])[C:45](=[O:46])[NH:1][C@@H:2]([CH2:32][C:33]1[CH:34]=[CH:35][CH:36]=[CH:37][CH:38]=1)[C@@H:3]([OH:31])[CH2:4][C@H:5]([CH2:6][C:7]1[CH:12]=[CH:11][C:10]([C:13]2[S:14][CH:15]=[CH:16][N:17]=2)=[CH:9][CH:8]=1)[NH:18][C:19](=[O:30])[C@H:20]([C:26]([CH3:29])([CH3:28])[CH3:27])[NH:21][C:22](=[O:23])[O:24][CH3:25]. (6) Given the reactants C[O:2][C:3]1[CH:15]=[C:14]([O:16]C)[CH:13]=[C:12]2[C:4]=1[C@@:5]1([CH3:26])[C@H:10]([CH2:11]2)[C@@:9]2([CH3:25])[CH2:18][CH2:19][C:20](=[O:24])[C:21]([CH3:23])([CH3:22])[C@@H:8]2[CH2:7][CH2:6]1.B(Br)(Br)Br, predict the reaction product. The product is: [OH:2][C:3]1[CH:15]=[C:14]([OH:16])[CH:13]=[C:12]2[C:4]=1[C@@:5]1([CH3:26])[C@H:10]([CH2:11]2)[C@@:9]2([CH3:25])[CH2:18][CH2:19][C:20](=[O:24])[C:21]([CH3:22])([CH3:23])[C@@H:8]2[CH2:7][CH2:6]1.